This data is from Catalyst prediction with 721,799 reactions and 888 catalyst types from USPTO. The task is: Predict which catalyst facilitates the given reaction. (1) Reactant: CO[C:3]([C:5]1[C:6](=[O:18])[O:7][C:8]2[C:13]([C:14]=1[OH:15])=[CH:12][C:11]([Cl:16])=[CH:10][C:9]=2[Cl:17])=[O:4].[Na+].[NH2:20][CH2:21][C:22]([O-:24])=[O:23]. Product: [Cl:16][C:11]1[CH:12]=[C:13]2[C:8](=[C:9]([Cl:17])[CH:10]=1)[O:7][C:6](=[O:18])[C:5]([C:3]([NH:20][CH2:21][C:22]([OH:24])=[O:23])=[O:4])=[C:14]2[OH:15]. The catalyst class is: 141. (2) Reactant: Cl[CH2:2][C:3](=[O:10])[CH2:4][C:5]([O:7][CH2:8][CH3:9])=[O:6].[CH3:11][O:12][C:13]1[CH:14]=[C:15]([SH:19])[CH:16]=[CH:17][CH:18]=1.C(=O)([O-])[O-].[K+].[K+]. Product: [CH2:8]([O:7][C:5](=[O:6])[CH2:4][C:3](=[O:10])[CH2:2][S:19][C:15]1[CH:16]=[CH:17][CH:18]=[C:13]([O:12][CH3:11])[CH:14]=1)[CH3:9]. The catalyst class is: 3.